Dataset: CYP3A4 inhibition data for predicting drug metabolism from PubChem BioAssay. Task: Regression/Classification. Given a drug SMILES string, predict its absorption, distribution, metabolism, or excretion properties. Task type varies by dataset: regression for continuous measurements (e.g., permeability, clearance, half-life) or binary classification for categorical outcomes (e.g., BBB penetration, CYP inhibition). Dataset: cyp3a4_veith. (1) The drug is COc1ccc(Cc2nc(C(=O)NCc3ccccc3OC)cs2)cc1. The result is 1 (inhibitor). (2) The molecule is CCC(Sc1nc(C)cc(=O)[nH]1)C(=O)Nc1nc2c(s1)CCCC2. The result is 1 (inhibitor). (3) The compound is CSCC[C@@H]1NC(=O)C/C=C\[C@@H](C)COC(=O)[C@@H](CCSC)NC(=O)C/C=C\[C@@H](C)COC1=O. The result is 0 (non-inhibitor).